From a dataset of Catalyst prediction with 721,799 reactions and 888 catalyst types from USPTO. Predict which catalyst facilitates the given reaction. (1) Reactant: [CH2:1]([O:3][C:4](=[O:20])[CH:5]([O:17][CH2:18][CH3:19])[CH2:6][C:7]1[CH:12]=[CH:11][C:10]([OH:13])=[CH:9][C:8]=1[O:14][CH2:15][CH3:16])[CH3:2].[CH3:21][C:22]1[S:26][C:25]([C:27]2[CH:32]=[CH:31][C:30]([C:33]([F:36])([F:35])[F:34])=[CH:29][CH:28]=2)=[N:24][C:23]=1[CH2:37][CH2:38]O.C1(P(C2C=CC=CC=2)C2C=CC=CC=2)C=CC=CC=1.N(C(OC(C)(C)C)=O)=NC(OC(C)(C)C)=O. Product: [CH2:1]([O:3][C:4](=[O:20])[CH:5]([O:17][CH2:18][CH3:19])[CH2:6][C:7]1[CH:12]=[CH:11][C:10]([O:13][CH2:38][CH2:37][C:23]2[N:24]=[C:25]([C:27]3[CH:32]=[CH:31][C:30]([C:33]([F:36])([F:34])[F:35])=[CH:29][CH:28]=3)[S:26][C:22]=2[CH3:21])=[CH:9][C:8]=1[O:14][CH2:15][CH3:16])[CH3:2]. The catalyst class is: 7. (2) Reactant: C([N:4]1[C:8]2[CH:9]=[C:10]([C:12](OC)=[O:13])[S:11][C:7]=2[CH:6]=[N:5]1)(=O)C.[BH4-].[Na+].[H-].[H-].[H-].[H-].[Li+].[Al+3].[NH4+].[Cl-]. The catalyst class is: 5. Product: [NH:4]1[C:8]2[CH:9]=[C:10]([CH2:12][OH:13])[S:11][C:7]=2[CH:6]=[N:5]1. (3) Reactant: B(F)(F)F.[N:5]1[O:6][CH2:7][CH:8]2[CH2:12][N:11]([C:13]([O:15][CH2:16][C:17]3[CH:22]=[CH:21][CH:20]=[CH:19][CH:18]=3)=[O:14])[CH2:10][C:9]=12.[C:23]1([Mg]Br)[CH:28]=[CH:27][CH:26]=[CH:25][CH:24]=1. Product: [C:23]1([C:9]23[CH2:10][N:11]([C:13]([O:15][CH2:16][C:17]4[CH:22]=[CH:21][CH:20]=[CH:19][CH:18]=4)=[O:14])[CH2:12][CH:8]2[CH2:7][O:6][NH:5]3)[CH:28]=[CH:27][CH:26]=[CH:25][CH:24]=1. The catalyst class is: 7. (4) Reactant: [Br:1][C:2]1[CH:9]=[CH:8][C:5]([CH2:6]Br)=[CH:4][CH:3]=1.[F:10][C:11]([F:15])([F:14])[CH2:12][NH2:13].C(=O)([O-])[O-].[K+].[K+].O. Product: [Br:1][C:2]1[CH:9]=[CH:8][C:5]([CH2:6][NH:13][CH2:12][C:11]([F:15])([F:14])[F:10])=[CH:4][CH:3]=1. The catalyst class is: 44. (5) Reactant: [F:1][C:2]1[CH:23]=[CH:22][CH:21]=[C:20]([F:24])[C:3]=1[CH2:4][O:5][C:6]1[N:11]2[N:12]=[C:13]([CH3:18])[C:14]([C:15]([OH:17])=[O:16])=[C:10]2[CH:9]=[C:8]([CH3:19])[CH:7]=1.[NH2:25][CH2:26][C:27]([NH2:30])([CH3:29])[CH3:28].C(N(CC)C(C)C)(C)C.CN(C(ON1N=NC2C=CC=NC1=2)=[N+](C)C)C.F[P-](F)(F)(F)(F)F. Product: [CH:15]([OH:17])=[O:16].[NH2:30][C:27]([CH3:29])([CH3:28])[CH2:26][NH:25][C:15]([C:14]1[C:13]([CH3:18])=[N:12][N:11]2[C:6]([O:5][CH2:4][C:3]3[C:2]([F:1])=[CH:23][CH:22]=[CH:21][C:20]=3[F:24])=[CH:7][C:8]([CH3:19])=[CH:9][C:10]=12)=[O:17]. The catalyst class is: 18.